This data is from Full USPTO retrosynthesis dataset with 1.9M reactions from patents (1976-2016). The task is: Predict the reactants needed to synthesize the given product. (1) Given the product [NH2:26][CH2:25][CH2:24][O:23][CH2:22][CH2:21][O:20][CH2:19][CH2:18][O:17][CH2:16][CH2:15][O:14][CH2:13][CH2:12][O:11][CH2:10][C:9]([OH:29])=[O:8], predict the reactants needed to synthesize it. The reactants are: C([O:8][C:9](=[O:29])[CH2:10][O:11][CH2:12][CH2:13][O:14][CH2:15][CH2:16][O:17][CH2:18][CH2:19][O:20][CH2:21][CH2:22][O:23][CH2:24][CH2:25][N:26]=[N+]=[N-])C1C=CC=CC=1. (2) Given the product [ClH:1].[CH3:11][O:10][C:8]([C:6]1[O:7][C:3]([CH2:2][NH2:12])=[CH:4][CH:5]=1)=[O:9], predict the reactants needed to synthesize it. The reactants are: [Cl:1][CH2:2][C:3]1[O:7][C:6]([C:8]([O:10][CH3:11])=[O:9])=[CH:5][CH:4]=1.[N-:12]=[N+]=[N-].[Na+]. (3) Given the product [CH3:5][O:6][C:7]([C:9]1([C:12]2[CH:17]=[CH:16][C:15]([C:20](=[O:21])[CH2:19][Cl:18])=[CH:14][CH:13]=2)[CH2:11][CH2:10]1)=[O:8], predict the reactants needed to synthesize it. The reactants are: [Cl-].[Cl-].[Cl-].[Al+3].[CH3:5][O:6][C:7]([C:9]1([C:12]2[CH:17]=[CH:16][CH:15]=[CH:14][CH:13]=2)[CH2:11][CH2:10]1)=[O:8].[Cl:18][CH2:19][C:20](Cl)=[O:21].Cl. (4) Given the product [OH:4][CH2:5][C:6]1[CH:11]=[CH:10][N:9]2[N:12]=[C:13]([NH:26][C:27](=[O:32])[C:28]([F:30])([F:31])[F:29])[C:14]([C:15]([NH:17][C:18]3[CH:19]=[N:20][CH:21]=[CH:22][C:23]=3[O:24][CH3:25])=[O:16])=[C:8]2[N:7]=1, predict the reactants needed to synthesize it. The reactants are: C([O:4][CH2:5][C:6]1[CH:11]=[CH:10][N:9]2[N:12]=[C:13]([NH:26][C:27](=[O:32])[C:28]([F:31])([F:30])[F:29])[C:14]([C:15]([NH:17][C:18]3[CH:19]=[N:20][CH:21]=[CH:22][C:23]=3[O:24][CH3:25])=[O:16])=[C:8]2[N:7]=1)C=C.CN1C(=O)CC(=O)N(C)C1=O.C(Cl)Cl.CO. (5) Given the product [O:17]1[CH2:18][CH2:19][O:20][CH:16]1[CH2:15][N:1]1[C:10]2[C:5](=[CH:6][CH:7]=[CH:8][CH:9]=2)[N:4]=[CH:3][C:2]1=[O:11], predict the reactants needed to synthesize it. The reactants are: [NH:1]1[C:10]2[C:5](=[CH:6][CH:7]=[CH:8][CH:9]=2)[N:4]=[CH:3][C:2]1=[O:11].[H-].[Na+].Br[CH2:15][CH:16]1[O:20][CH2:19][CH2:18][O:17]1.Cl. (6) Given the product [Br:23][C:24]1[CH:25]=[CH:26][C:27]([C:28]2[N:29]([C:30]3[CH:35]=[CH:34][C:33]([Cl:36])=[CH:32][CH:31]=3)[C:11](=[O:13])[C:10]3[C:6]([C:4]([OH:3])=[O:5])=[N:7][N:8]([C:17]4[CH:18]=[CH:19][CH:20]=[CH:21][CH:22]=4)[C:9]=3[N:16]=2)=[CH:38][CH:39]=1.[CH2:1]([O:3][C:4]([C:6]1[C:10]2[C:11](=[O:12])[N:29]([C:30]3[CH:35]=[CH:34][C:33]([Cl:36])=[CH:32][CH:31]=3)[C:28]([C:27]3[CH:38]=[CH:39][C:24]([Br:23])=[CH:25][CH:26]=3)=[N:16][C:9]=2[N:8]([C:17]2[CH:22]=[CH:21][CH:20]=[CH:19][CH:18]=2)[N:7]=1)=[O:5])[CH3:2], predict the reactants needed to synthesize it. The reactants are: [CH2:1]([O:3][C:4]([C:6]1[C:10]([C:11]([O:13]CC)=[O:12])=[C:9]([NH2:16])[N:8]([C:17]2[CH:22]=[CH:21][CH:20]=[CH:19][CH:18]=2)[N:7]=1)=[O:5])[CH3:2].[Br:23][C:24]1[CH:39]=[CH:38][C:27]([C:28](Cl)=[N:29][C:30]2[CH:35]=[CH:34][C:33]([Cl:36])=[CH:32][CH:31]=2)=[CH:26][CH:25]=1. (7) Given the product [Br:1][C:10]1[CH:9]=[CH:8][C:7]([N:11]2[CH2:12][CH2:13][N:14]([C:17]([O:19][C:20]([CH3:23])([CH3:22])[CH3:21])=[O:18])[CH2:15][CH2:16]2)=[CH:6][C:5]=1[O:4][CH3:3], predict the reactants needed to synthesize it. The reactants are: [Br:1]Br.[CH3:3][O:4][C:5]1[CH:6]=[C:7]([N:11]2[CH2:16][CH2:15][N:14]([C:17]([O:19][C:20]([CH3:23])([CH3:22])[CH3:21])=[O:18])[CH2:13][CH2:12]2)[CH:8]=[CH:9][CH:10]=1.